This data is from hERG Central: cardiac toxicity at 1µM, 10µM, and general inhibition. The task is: Predict hERG channel inhibition at various concentrations. (1) The molecule is Cc1ccc(OCC(O)CN2CCN(CC(O)COC(C)C)CC2)c(C(C)(C)C)c1. Results: hERG_inhib (hERG inhibition (general)): blocker. (2) The molecule is CC(=O)c1ccc(NC(=O)CSc2ccc3nnc(-c4ccccn4)n3n2)cc1. Results: hERG_inhib (hERG inhibition (general)): blocker. (3) The molecule is COc1ccc(N2CCN(C(=O)c3ccc(C)c(NC(=O)c4ccco4)c3)CC2)cc1. Results: hERG_inhib (hERG inhibition (general)): blocker. (4) The drug is COc1ccc(CN2CCN(c3ccccc3F)CC2)cc1O. Results: hERG_inhib (hERG inhibition (general)): blocker. (5) The drug is CCOC(=O)c1c(C)[nH]c(C)c1S(=O)(=O)NCC1CCN(Cc2ccc(C)cc2)CC1. Results: hERG_inhib (hERG inhibition (general)): blocker. (6) The molecule is Cc1cc(NCCN2CCOCC2)n2nc(C)c(-c3ccc(Cl)cc3)c2n1. Results: hERG_inhib (hERG inhibition (general)): blocker. (7) The molecule is N#Cc1cccc(NC(=O)CN2CCN(Cc3ccccc3)CC2)c1. Results: hERG_inhib (hERG inhibition (general)): blocker. (8) The molecule is CCOc1ccccc1CN1CCCC(C(=O)c2cc(F)ccc2F)C1. Results: hERG_inhib (hERG inhibition (general)): blocker. (9) The drug is CCOC(=O)C1(CCOc2ccccc2)CCN(Cc2cccc(OC)c2O)CC1. Results: hERG_inhib (hERG inhibition (general)): blocker. (10) The compound is CCOc1ccccc1CN1CCN(Cc2cccc3nonc23)CC1CCO. Results: hERG_inhib (hERG inhibition (general)): blocker.